Dataset: Full USPTO retrosynthesis dataset with 1.9M reactions from patents (1976-2016). Task: Predict the reactants needed to synthesize the given product. Given the product [Cl:28][C:16]1[C:17]([O:21][C:22]2[CH:27]=[CH:26][CH:25]=[CH:24][CH:23]=2)=[CH:18][CH:19]=[CH:20][C:15]=1[N:7]([C:8]1[CH:9]=[CH:10][CH:11]=[CH:12][CH:13]=1)[C:1]1[CH:6]=[CH:5][CH:4]=[CH:3][CH:2]=1, predict the reactants needed to synthesize it. The reactants are: [C:1]1([NH:7][C:8]2[CH:13]=[CH:12][CH:11]=[CH:10][CH:9]=2)[CH:6]=[CH:5][CH:4]=[CH:3][CH:2]=1.Br[C:15]1[CH:20]=[CH:19][CH:18]=[C:17]([O:21][C:22]2[CH:27]=[CH:26][CH:25]=[CH:24][CH:23]=2)[C:16]=1[Cl:28].CC([O-])(C)C.[Na+].C1(C)C(C)=CC=CC=1.